Task: Regression. Given a peptide amino acid sequence and an MHC pseudo amino acid sequence, predict their binding affinity value. This is MHC class I binding data.. Dataset: Peptide-MHC class I binding affinity with 185,985 pairs from IEDB/IMGT (1) The peptide sequence is VPAMFTAAL. The MHC is HLA-A31:01 with pseudo-sequence HLA-A31:01. The binding affinity (normalized) is 0.0847. (2) The peptide sequence is RPNRQLGSM. The MHC is HLA-A24:03 with pseudo-sequence HLA-A24:03. The binding affinity (normalized) is 0.0847. (3) The peptide sequence is HAYCGIKGL. The binding affinity (normalized) is 0.605. The MHC is HLA-A68:02 with pseudo-sequence HLA-A68:02. (4) The peptide sequence is ELRSLYNTV. The MHC is HLA-B08:01 with pseudo-sequence HLA-B08:01. The binding affinity (normalized) is 0.507. (5) The peptide sequence is TTYQRTRAL. The MHC is HLA-B07:02 with pseudo-sequence HLA-B07:02. The binding affinity (normalized) is 0.313. (6) The peptide sequence is QEAYYRARAG. The MHC is HLA-B44:02 with pseudo-sequence HLA-B44:02. The binding affinity (normalized) is 0.366. (7) The peptide sequence is NMVADLWHA. The MHC is HLA-B18:01 with pseudo-sequence HLA-B18:01. The binding affinity (normalized) is 0.0847. (8) The peptide sequence is TIKRRIRQL. The MHC is HLA-B48:01 with pseudo-sequence HLA-B48:01. The binding affinity (normalized) is 0.0847. (9) The peptide sequence is SPAAYVLPL. The MHC is HLA-B83:01 with pseudo-sequence HLA-B83:01. The binding affinity (normalized) is 0.533. (10) The peptide sequence is TERLYVGGPL. The MHC is Patr-B2401 with pseudo-sequence Patr-B2401. The binding affinity (normalized) is 0.